This data is from Reaction yield outcomes from USPTO patents with 853,638 reactions. The task is: Predict the reaction yield, written as a fraction of the theoretical maximum amount of product (1.0 means a 100% yield; for example, 0.34 means a 34% yield). (1) The reactants are [OH:1][C:2]1[CH:11]=[C:10]2[C:5]([CH:6]=[CH:7][C:8]([C:12]([O:14][CH3:15])=[O:13])=[CH:9]2)=[CH:4][CH:3]=1.N1C=CC=CC=1.[F:22][C:23]([F:36])([F:35])[S:24](O[S:24]([C:23]([F:36])([F:35])[F:22])(=[O:26])=[O:25])(=[O:26])=[O:25]. The catalyst is C(Cl)Cl. The product is [F:22][C:23]([F:36])([F:35])[S:24]([O:1][C:2]1[CH:11]=[C:10]2[C:5]([CH:6]=[CH:7][C:8]([C:12]([O:14][CH3:15])=[O:13])=[CH:9]2)=[CH:4][CH:3]=1)(=[O:26])=[O:25]. The yield is 0.460. (2) The yield is 0.570. The product is [CH:13]1([C:16]2[N:17]=[C:18]([CH3:44])[N:19]([C:38]3[CH:39]=[CH:40][CH:41]=[CH:42][CH:43]=3)[C:20](=[O:37])[C:21]=2[CH2:22][C:23]2[CH:28]=[CH:27][C:26]([C:29]3[CH:34]=[CH:33][CH:32]=[CH:31][C:30]=3[C:35]3[NH:3][C:4](=[O:7])[O:5][N:36]=3)=[CH:25][CH:24]=2)[CH2:15][CH2:14]1. The catalyst is C(OCC)(=O)C. The reactants are [Cl-].O[NH3+:3].[C:4](=[O:7])([O-])[OH:5].[Na+].CS(C)=O.[CH:13]1([C:16]2[N:17]=[C:18]([CH3:44])[N:19]([C:38]3[CH:43]=[CH:42][CH:41]=[CH:40][CH:39]=3)[C:20](=[O:37])[C:21]=2[CH2:22][C:23]2[CH:28]=[CH:27][C:26]([C:29]3[C:30]([C:35]#[N:36])=[CH:31][CH:32]=[CH:33][CH:34]=3)=[CH:25][CH:24]=2)[CH2:15][CH2:14]1. (3) The reactants are [Cl:1][C:2]1[CH:3]=[C:4]([S:9]([N:12]2[C:21]3[C:16](=[CH:17][CH:18]=[CH:19][CH:20]=3)[NH:15][C:14](=[O:22])[C@H:13]2[CH2:23][C:24]([OH:26])=O)(=[O:11])=[O:10])[CH:5]=[CH:6][C:7]=1[Cl:8].CCN(CC)CC.CCN=C=NCCCN(C)C.C1C=NC2N(O)N=NC=2C=1.[NH2:55][CH2:56][CH2:57][C:58]1[CH:65]=[CH:64][C:61]([C:62]#[N:63])=[CH:60][CH:59]=1. The catalyst is C(Cl)Cl.O. The product is [C:62]([C:61]1[CH:64]=[CH:65][C:58]([CH2:57][CH2:56][NH:55][C:24](=[O:26])[CH2:23][C@@H:13]2[C:14](=[O:22])[NH:15][C:16]3[C:21](=[CH:20][CH:19]=[CH:18][CH:17]=3)[N:12]2[S:9]([C:4]2[CH:5]=[CH:6][C:7]([Cl:8])=[C:2]([Cl:1])[CH:3]=2)(=[O:11])=[O:10])=[CH:59][CH:60]=1)#[N:63]. The yield is 0.580. (4) The reactants are [CH3:1][S:2](Cl)(=[O:4])=[O:3].[C:6]([O:10][C:11]([N:13]1[C:17]2[CH:18]=[N:19][C:20]([C:22]#[N:23])=[CH:21][C:16]=2[C:15]2[CH:24]=[C:25]([C:28]3[CH:33]=[CH:32][C:31]([CH2:34][OH:35])=[CH:30][CH:29]=3)[CH:26]=[N:27][C:14]1=2)=[O:12])([CH3:9])([CH3:8])[CH3:7].C(N(CC)CC)C. The catalyst is C(Cl)Cl. The product is [C:6]([O:10][C:11]([N:13]1[C:17]2[CH:18]=[N:19][C:20]([C:22]#[N:23])=[CH:21][C:16]=2[C:15]2[CH:24]=[C:25]([C:28]3[CH:29]=[CH:30][C:31]([CH2:34][O:35][S:2]([CH3:1])(=[O:4])=[O:3])=[CH:32][CH:33]=3)[CH:26]=[N:27][C:14]1=2)=[O:12])([CH3:9])([CH3:7])[CH3:8]. The yield is 0.990. (5) The reactants are C(OC(=O)C)C.[ClH:7].C(OC([CH2:15][NH:16][CH2:17][C:18]([O:20][CH2:21][N:22]1[C:31]2[C:26](=[C:27]([F:36])[CH:28]=[CH:29][C:30]=2[O:32][CH2:33][CH2:34][CH3:35])[C:25](=[O:37])[C:24]([C:38]2[CH:43]=[CH:42][C:41]([O:44][CH3:45])=[CH:40][CH:39]=2)=[CH:23]1)=[O:19])=O)(C)(C)C. The catalyst is C(OCC)(=O)C. The product is [ClH:7].[CH3:15][NH:16][CH2:17][C:18]([O:20][CH2:21][N:22]1[C:31]2[C:26](=[C:27]([F:36])[CH:28]=[CH:29][C:30]=2[O:32][CH2:33][CH2:34][CH3:35])[C:25](=[O:37])[C:24]([C:38]2[CH:43]=[CH:42][C:41]([O:44][CH3:45])=[CH:40][CH:39]=2)=[CH:23]1)=[O:19]. The yield is 0.880. (6) The reactants are [C:1]([C:4]1[CH:14]=[CH:13][C:7]([C:8]([N:10]([CH3:12])[CH3:11])=[O:9])=[CH:6][CH:5]=1)(=[O:3])[CH3:2]. The catalyst is COC(OC)N(C)C. The product is [CH3:8][N:10]([CH3:12])/[CH:11]=[CH:2]/[C:1]([C:4]1[CH:14]=[CH:13][C:7]([C:8]([N:10]([CH3:11])[CH3:12])=[O:9])=[CH:6][CH:5]=1)=[O:3]. The yield is 0.270. (7) The reactants are [NH2:1][C@@H:2]([CH2:6][CH2:7][CH2:8][C:9]([OH:11])=O)[C:3]([OH:5])=[O:4].C(O)(=O)C. The catalyst is O. The product is [O:11]=[C:9]1[NH:1][C@H:2]([C:3]([OH:5])=[O:4])[CH2:6][CH2:7][CH2:8]1. The yield is 0.450.